This data is from Catalyst prediction with 721,799 reactions and 888 catalyst types from USPTO. The task is: Predict which catalyst facilitates the given reaction. (1) Reactant: [F:1][C:2]([F:19])([F:18])[C:3]1[CH:4]=[C:5]([CH2:9][N:10]2[CH:14]=[C:13]([C:15]([OH:17])=O)[CH:12]=[N:11]2)[CH:6]=[CH:7][CH:8]=1.[NH2:20][C:21]1[C:22](=[O:32])[N:23]([CH2:29][CH2:30][CH3:31])[C:24](=O)[NH:25][C:26]=1[NH2:27].C(N(CC)CC)C.S(Cl)(Cl)=[O:41]. Product: [NH2:27][C:26]1[NH:25][CH2:24][N:23]([CH2:29][C:30](=[O:41])[CH3:31])[C:22](=[O:32])[C:21]=1[NH:20][C:15]([C:13]1[CH:12]=[N:11][N:10]([CH2:9][C:5]2[CH:6]=[CH:7][CH:8]=[C:3]([C:2]([F:1])([F:19])[F:18])[CH:4]=2)[CH:14]=1)=[O:17]. The catalyst class is: 10. (2) Reactant: [NH2:1][C:2]1[N:7]=[C:6]([C:8]2[CH:15]=[CH:14][C:11]([C:12]#[N:13])=[C:10]([F:16])[CH:9]=2)[CH:5]=[C:4]([N:17]2[CH2:22][CH2:21][CH2:20][C@@H:19]([NH2:23])[CH2:18]2)[N:3]=1.C([O-])(O)=O.[Na+].[CH2:29]([O:32][C:33](Cl)=[O:34])[CH2:30]Cl.C([O-])([O-])=O.[Cs+].[Cs+]. Product: [NH2:1][C:2]1[N:7]=[C:6]([C:8]2[CH:15]=[CH:14][C:11]([C:12]#[N:13])=[C:10]([F:16])[CH:9]=2)[CH:5]=[C:4]([N:17]2[CH2:22][CH2:21][CH2:20][C@@H:19]([N:23]3[CH2:30][CH2:29][O:32][C:33]3=[O:34])[CH2:18]2)[N:3]=1. The catalyst class is: 90. (3) Reactant: [CH3:1][O:2][C:3]1[C:8]2[N:9]=[C:10]([NH:12][C:13]([C:15]3[CH:38]=[CH:37][C:18]([CH2:19][N:20]([CH3:36])[CH2:21][CH2:22][O:23]C(=O)C4C=CC(OC)=C(OC)C=4)=[CH:17][CH:16]=3)=[O:14])[S:11][C:7]=2[C:6]([N:39]2[CH2:44][CH2:43][O:42][CH2:41][CH2:40]2)=[CH:5][CH:4]=1.C(O)C. Product: [OH:23][CH2:22][CH2:21][N:20]([CH2:19][C:18]1[CH:17]=[CH:16][C:15]([C:13]([NH:12][C:10]2[S:11][C:7]3[C:6]([N:39]4[CH2:44][CH2:43][O:42][CH2:41][CH2:40]4)=[CH:5][CH:4]=[C:3]([O:2][CH3:1])[C:8]=3[N:9]=2)=[O:14])=[CH:38][CH:37]=1)[CH3:36]. The catalyst class is: 611. (4) Reactant: F[C:2]1[CH:19]=[CH:18][C:5]([O:6][CH2:7][C:8]2[CH:17]=[CH:16][C:15]3[C:10](=[CH:11][CH:12]=[CH:13][CH:14]=3)[N:9]=2)=[CH:4][C:3]=1[N+:20]([O-:22])=[O:21].[NH2:23][CH2:24][C:25]1[CH:32]=[CH:31][C:28]([C:29]#[N:30])=[CH:27][CH:26]=1.CCN(C(C)C)C(C)C.O. Product: [N+:20]([C:3]1[CH:4]=[C:5]([O:6][CH2:7][C:8]2[CH:17]=[CH:16][C:15]3[C:10](=[CH:11][CH:12]=[CH:13][CH:14]=3)[N:9]=2)[CH:18]=[CH:19][C:2]=1[NH:30][CH2:29][C:28]1[CH:31]=[CH:32][C:25]([C:24]#[N:23])=[CH:26][CH:27]=1)([O-:22])=[O:21]. The catalyst class is: 10.